This data is from Full USPTO retrosynthesis dataset with 1.9M reactions from patents (1976-2016). The task is: Predict the reactants needed to synthesize the given product. (1) The reactants are: [C:1]([CH2:3]P(=O)(OCC)OCC)#[N:2].[H-].[Na+].[CH2:14]1[C:18]2=[C:19]3[C:25](=O)[CH2:24][CH2:23][C:20]3=[N:21][CH:22]=[C:17]2[O:16][CH2:15]1. Given the product [CH2:14]1[C:18]2=[C:19]3[C:20]([CH2:23][CH2:24]/[C:25]/3=[CH:3]\[C:1]#[N:2])=[N:21][CH:22]=[C:17]2[O:16][CH2:15]1, predict the reactants needed to synthesize it. (2) Given the product [F:1][C:2]1[C:7]([F:8])=[CH:6][CH:5]=[CH:4][C:3]=1[C:9]1[N:17]=[C:12]2[CH:13]=[N:14][N:15]([CH2:19][C:20]3[O:24][N:23]=[C:22]([C:25]4[CH:30]=[CH:29][C:28]([C:31](=[N:33][OH:34])[CH3:32])=[CH:27][CH:26]=4)[CH:21]=3)[CH:16]=[C:11]2[N:10]=1, predict the reactants needed to synthesize it. The reactants are: [F:1][C:2]1[C:7]([F:8])=[CH:6][CH:5]=[CH:4][C:3]=1[C:9]1[N:17]=[C:12]2[CH:13]=[N:14][NH:15][CH:16]=[C:11]2[N:10]=1.Cl[CH2:19][C:20]1[O:24][N:23]=[C:22]([C:25]2[CH:30]=[CH:29][C:28]([C:31](=[N:33][OH:34])[CH3:32])=[CH:27][CH:26]=2)[CH:21]=1. (3) Given the product [Cl:21][C:12]1[CH:13]=[C:8]([C:5]2[CH:4]=[CH:3][CH:2]=[CH:7][CH:6]=2)[CH:9]([C:15]([O:17][CH2:27][CH3:29])=[O:16])[CH2:10][CH:11]=1, predict the reactants needed to synthesize it. The reactants are: C[C:2]1[CH:7]=[CH:6][C:5]([C:8]2[CH:9]([C:15]([O-:17])=[O:16])[CH2:10][CH2:11][C:12](=O)[CH:13]=2)=[CH:4][CH:3]=1.C(Cl)(=O)C([Cl:21])=O.CCO[C:27]([CH3:29])=O. (4) Given the product [CH3:1][CH:2]([CH3:10])[CH2:3][CH2:4][CH2:5][CH2:6][CH2:7][CH:11]=[CH:12][C:13]([OH:15])=[O:14], predict the reactants needed to synthesize it. The reactants are: [CH3:1][CH:2]([CH3:10])[CH2:3][CH2:4][CH2:5][CH2:6][CH2:7]C=O.[C:11](O)(=O)[CH2:12][C:13]([OH:15])=[O:14].S(=O)(=O)(O)O. (5) Given the product [OH:24][C:25]1[CH:26]=[C:27]2[C:32](=[CH:33][CH:34]=1)[C:31]([C:35]([NH:37][C:38]1[CH:43]=[C:42]([C:44]([F:45])([F:46])[F:47])[CH:41]=[C:40]([N:48]3[CH:52]=[C:51]([CH3:53])[N:50]=[CH:49]3)[CH:39]=1)=[O:36])=[CH:30][CH:29]=[CH:28]2, predict the reactants needed to synthesize it. The reactants are: [F-].C([N+](CCCC)(CCCC)CCCC)CCC.CC([Si](C1C=CC=CC=1)(C1C=CC=CC=1)[O:24][C:25]1[CH:26]=[C:27]2[C:32](=[CH:33][CH:34]=1)[C:31]([C:35]([NH:37][C:38]1[CH:43]=[C:42]([C:44]([F:47])([F:46])[F:45])[CH:41]=[C:40]([N:48]3[CH:52]=[C:51]([CH3:53])[N:50]=[CH:49]3)[CH:39]=1)=[O:36])=[CH:30][CH:29]=[CH:28]2)(C)C. (6) The reactants are: [ClH:1].CCOC(C)=O.[C:8]([C:10]1[CH:11]=[C:12]2[C:17](=[CH:18][CH:19]=1)[CH:16]([CH:20]1[CH2:25][CH2:24][CH2:23][CH2:22][CH2:21]1)[N:15](C(OC(C)(C)C)=O)[CH2:14][CH2:13]2)#[N:9]. Given the product [ClH:1].[CH:20]1([CH:16]2[C:17]3[C:12](=[CH:11][C:10]([C:8]#[N:9])=[CH:19][CH:18]=3)[CH2:13][CH2:14][NH:15]2)[CH2:21][CH2:22][CH2:23][CH2:24][CH2:25]1, predict the reactants needed to synthesize it.